Dataset: Forward reaction prediction with 1.9M reactions from USPTO patents (1976-2016). Task: Predict the product of the given reaction. (1) Given the reactants [F:1][C:2]1[CH:28]=[CH:27][C:5]([O:6][C:7]2[CH:12]=[CH:11][C:10]([C:13]3[N:18]=[C:17]([NH:19][C:20](=[O:26])[C@@H:21]([NH2:25])[C@@H:22]([OH:24])[CH3:23])[CH:16]=[CH:15][CH:14]=3)=[CH:9][CH:8]=2)=[CH:4][CH:3]=1.Cl.[C:30](O)(=[O:33])[CH2:31][OH:32].CN(C(ON1N=NC2C=CC=NC1=2)=[N+](C)C)C.F[P-](F)(F)(F)(F)F.CCN(C(C)C)C(C)C, predict the reaction product. The product is: [F:1][C:2]1[CH:3]=[CH:4][C:5]([O:6][C:7]2[CH:8]=[CH:9][C:10]([C:13]3[N:18]=[C:17]([NH:19][C:20](=[O:26])[C@@H:21]([NH:25][C:31](=[O:32])[CH2:30][OH:33])[C@@H:22]([OH:24])[CH3:23])[CH:16]=[CH:15][CH:14]=3)=[CH:11][CH:12]=2)=[CH:27][CH:28]=1. (2) Given the reactants [CH:1]1([NH:4][C:5](=[O:31])[C:6]2[CH:11]=[C:10]([F:12])[C:9]([CH3:13])=[C:8]([C:14]3[CH:15]=[C:16]4[C:21](=[CH:22][CH:23]=3)[C:20](=[O:24])[N:19]([CH2:25][CH:26]3[CH2:28][CH2:27]3)[CH:18]=[C:17]4[CH:29]=O)[CH:7]=2)[CH2:3][CH2:2]1.[CH3:32][N:33]1[CH2:38][CH2:37][NH:36][CH2:35][CH2:34]1, predict the reaction product. The product is: [CH:1]1([NH:4][C:5](=[O:31])[C:6]2[CH:11]=[C:10]([F:12])[C:9]([CH3:13])=[C:8]([C:14]3[CH:15]=[C:16]4[C:21](=[CH:22][CH:23]=3)[C:20](=[O:24])[N:19]([CH2:25][CH:26]3[CH2:27][CH2:28]3)[CH:18]=[C:17]4[CH2:29][N:36]3[CH2:37][CH2:38][N:33]([CH3:32])[CH2:34][CH2:35]3)[CH:7]=2)[CH2:2][CH2:3]1. (3) Given the reactants [Br:1][C:2]1[CH:7]=[CH:6][C:5]([CH2:8][CH2:9][CH2:10][NH:11][CH2:12][CH2:13][CH2:14][O:15][CH3:16])=[CH:4][CH:3]=1.C(N(CC)CC)C.[CH3:24][C:25]([O:28][C:29](O[C:29]([O:28][C:25]([CH3:27])([CH3:26])[CH3:24])=[O:30])=[O:30])([CH3:27])[CH3:26], predict the reaction product. The product is: [Br:1][C:2]1[CH:3]=[CH:4][C:5]([CH2:8][CH2:9][CH2:10][N:11]([CH2:12][CH2:13][CH2:14][O:15][CH3:16])[C:29](=[O:30])[O:28][C:25]([CH3:27])([CH3:26])[CH3:24])=[CH:6][CH:7]=1. (4) Given the reactants [F:1][C:2]([F:15])([F:14])[CH2:3][N:4]1[C:9](=[O:10])[C:8]2[CH:11]=[CH:12][S:13][C:7]=2[N:6]=[CH:5]1.[Br:16]Br, predict the reaction product. The product is: [Br:16][C:12]1[S:13][C:7]2[N:6]=[CH:5][N:4]([CH2:3][C:2]([F:1])([F:14])[F:15])[C:9](=[O:10])[C:8]=2[CH:11]=1. (5) Given the reactants [Cl:1][C:2]1[CH:7]=[CH:6][C:5]([OH:8])=[C:4]([CH3:9])[CH:3]=1.C(=O)([O-])[O-].[K+].[K+].Br[CH2:17][C:18]1[CH:25]=[CH:24][CH:23]=[C:22]([N+:26]([O-:28])=[O:27])[C:19]=1[C:20]#[N:21], predict the reaction product. The product is: [Cl:1][C:2]1[CH:7]=[CH:6][C:5]([O:8][CH2:17][C:18]2[CH:25]=[CH:24][CH:23]=[C:22]([N+:26]([O-:28])=[O:27])[C:19]=2[C:20]#[N:21])=[C:4]([CH3:9])[CH:3]=1. (6) Given the reactants [F:1][C:2]1[CH:3]=[CH:4][CH:5]=[C:6]2[C:10]=1[NH:9][C:8](=[O:11])[CH2:7]2.[H-].[Na+].[Cl:14][C:15]1[C:24]2[C:19](=[CH:20][C:21]([O:27][CH2:28][CH2:29][CH2:30][N:31]3[CH2:36][CH2:35][O:34][CH2:33][CH2:32]3)=[C:22]([O:25][CH3:26])[CH:23]=2)[N:18]=[CH:17][N:16]=1, predict the reaction product. The product is: [ClH:14].[ClH:14].[F:1][C:2]1[CH:3]=[CH:4][CH:5]=[C:6]2[C:10]=1[NH:9][C:8](=[O:11])[CH:7]2[C:15]1[C:24]2[C:19](=[CH:20][C:21]([O:27][CH2:28][CH2:29][CH2:30][N:31]3[CH2:32][CH2:33][O:34][CH2:35][CH2:36]3)=[C:22]([O:25][CH3:26])[CH:23]=2)[N:18]=[CH:17][N:16]=1. (7) Given the reactants [Cl:1][C:2]1[CH:7]=[CH:6][C:5]([C:8]2[CH:13]=[CH:12][CH:11]=[C:10]([C:14]([OH:16])=O)[CH:9]=2)=[CH:4][CH:3]=1.[CH3:17][CH2:18]N=C=NCCCN(C)C.[CH:28]1[CH:29]=[CH:30][C:31]2N(O)N=[N:34][C:32]=2[CH:33]=1.[CH3:38]CN(C(C)C)C(C)C.[CH3:47][N:48]([CH:50]=[O:51])C, predict the reaction product. The product is: [Cl:1][C:2]1[CH:3]=[CH:4][C:5]([C:8]2[CH:13]=[CH:12][CH:11]=[C:10]([C:14]([NH:34][C:32]3[CH:33]=[C:28]([C:50](=[O:51])[NH:48][CH:47]4[CH2:18][CH2:17]4)[CH:29]=[CH:30][C:31]=3[CH3:38])=[O:16])[CH:9]=2)=[CH:6][CH:7]=1.